From a dataset of Retrosynthesis with 50K atom-mapped reactions and 10 reaction types from USPTO. Predict the reactants needed to synthesize the given product. Given the product Nc1ncnc2c1c(-c1ccc(Oc3ccccc3)cc1)nn2-c1cc[n+]([O-])cc1, predict the reactants needed to synthesize it. The reactants are: Nc1ncnc2c1c(I)nn2-c1cc[n+]([O-])cc1.OB(O)c1ccc(Oc2ccccc2)cc1.